Task: Predict the reaction yield, written as a fraction of the theoretical maximum amount of product (1.0 means a 100% yield; for example, 0.34 means a 34% yield).. Dataset: Reaction yield outcomes from USPTO patents with 853,638 reactions (1) The reactants are [CH:1]([C:4]1[N:5]=[C:6]([CH2:9][CH2:10][C:11]2[CH:36]=[CH:35][N:14]3[C:15](=[O:34])[C:16]([C:20]4[N:24]([CH2:25][C:26]5[CH:31]=[CH:30][C:29]([O:32][CH3:33])=[CH:28][CH:27]=5)[N:23]=[N:22][N:21]=4)=[C:17]([OH:19])[N:18]=[C:13]3[CH:12]=2)[S:7][CH:8]=1)([CH3:3])[CH3:2].CN(C1C=CC=CN=1)C.C(N(CC)CC)C.[C:53]1([CH3:63])[CH:58]=[CH:57][C:56]([S:59](Cl)(=[O:61])=[O:60])=[CH:55][CH:54]=1. The catalyst is C(Cl)Cl. The product is [CH:1]([C:4]1[N:5]=[C:6]([CH2:9][CH2:10][C:11]2[CH:36]=[CH:35][N:14]3[C:15](=[O:34])[C:16]([C:20]4[N:24]([CH2:25][C:26]5[CH:31]=[CH:30][C:29]([O:32][CH3:33])=[CH:28][CH:27]=5)[N:23]=[N:22][N:21]=4)=[C:17]([O:19][S:59]([C:56]4[CH:57]=[CH:58][C:53]([CH3:63])=[CH:54][CH:55]=4)(=[O:61])=[O:60])[N:18]=[C:13]3[CH:12]=2)[S:7][CH:8]=1)([CH3:3])[CH3:2]. The yield is 0.640. (2) The reactants are [C:1]([O:6][CH2:7][CH3:8])(=[O:5])[C:2]([CH3:4])=O.[O-]S([O-])(=O)=O.[Mg+2].[CH3:15][NH:16][NH2:17]. The catalyst is C(Cl)(Cl)Cl. The product is [CH3:15][NH:16][N:17]=[C:2]([CH3:4])[C:1]([O:6][CH2:7][CH3:8])=[O:5]. The yield is 0.940. (3) The reactants are [OH:1][C:2]1[CH:11]=[CH:10][C:9]([N+:12]([O-:14])=[O:13])=[C:8]2[C:3]=1[CH2:4][CH2:5][N:6]([CH3:16])[C:7]2=[O:15].[C:17](=O)([O-])[O-].[K+].[K+].IC. The catalyst is CN(C=O)C. The product is [CH3:17][O:1][C:2]1[CH:11]=[CH:10][C:9]([N+:12]([O-:14])=[O:13])=[C:8]2[C:3]=1[CH2:4][CH2:5][N:6]([CH3:16])[C:7]2=[O:15]. The yield is 0.710. (4) The reactants are Br[C:2]1[CH:9]=[C:8]([N:10]2[C:18]3[CH2:17][C:16]([CH3:20])([CH3:19])[CH2:15][C:14](=[O:21])[C:13]=3[C:12]([CH3:22])=[CH:11]2)[CH:7]=[CH:6][C:3]=1[C:4]#[N:5].[NH2:23][CH:24]1[CH2:29][CH2:28][O:27][CH2:26][CH2:25]1.CC(C)([O-:33])C.[Na+]. The catalyst is C1(C)C=CC=CC=1.C([O-])(=O)C.[Pd+2].C([O-])(=O)C.C1(P(C2C=CC=CC=2)[C-]2C=CC=C2)C=CC=CC=1.[C-]1(P(C2C=CC=CC=2)C2C=CC=CC=2)C=CC=C1.[Fe+2]. The product is [O:27]1[CH2:28][CH2:29][CH:24]([NH:23][C:2]2[CH:9]=[C:8]([N:10]3[C:18]4[CH2:17][C:16]([CH3:20])([CH3:19])[CH2:15][C:14](=[O:21])[C:13]=4[C:12]([CH3:22])=[CH:11]3)[CH:7]=[CH:6][C:3]=2[C:4]([NH2:5])=[O:33])[CH2:25][CH2:26]1. The yield is 0.360. (5) The catalyst is O.O1CCCC1. The yield is 0.500. The product is [CH2:18]([O:17][CH2:16][C@H:15]([C@H:14]1[O:35][C:34](=[O:37])[C@H:12]([CH:25]([CH3:27])[CH3:26])[CH2:13]1)[Br:1])[C:19]1[CH:24]=[CH:23][CH:22]=[CH:21][CH:20]=1. The reactants are [Br:1]N1C(=O)CCC1=O.CN(C)C(=O)[C@H:12]([CH:25]([CH3:27])[CH3:26])[CH2:13]/[CH:14]=[CH:15]/[CH2:16][O:17][CH2:18][C:19]1[CH:24]=[CH:23][CH:22]=[CH:21][CH:20]=1.C(O)(=O)C.[C:34](=[O:37])(O)[O-:35].[Na+].S([O-])([O-])=O.[Na+].[Na+].